From a dataset of Catalyst prediction with 721,799 reactions and 888 catalyst types from USPTO. Predict which catalyst facilitates the given reaction. (1) Reactant: [NH2:1][C:2]1[CH:19]=[CH:18][C:5]2[N:6]=[C:7]([NH:9][C:10](=[O:17])[C:11]3[CH:16]=[CH:15][CH:14]=[CH:13][CH:12]=3)[S:8][C:4]=2[CH:3]=1.Cl[C:21]1[N:26]=[C:25]([NH:27][C:28]2[CH:32]=[C:31]([CH3:33])[NH:30][N:29]=2)[CH:24]=[CH:23][N:22]=1. Product: [CH3:33][C:31]1[NH:30][N:29]=[C:28]([NH:27][C:25]2[CH:24]=[CH:23][N:22]=[C:21]([NH:1][C:2]3[CH:19]=[CH:18][C:5]4[N:6]=[C:7]([NH:9][C:10](=[O:17])[C:11]5[CH:16]=[CH:15][CH:14]=[CH:13][CH:12]=5)[S:8][C:4]=4[CH:3]=3)[N:26]=2)[CH:32]=1. The catalyst class is: 8. (2) Reactant: C(OC([N:8]1[CH2:13][CH2:12][CH:11]([CH2:14][O:15][C:16]2[CH:17]=[N:18][C:19]([C:22]3[CH:23]=[C:24]([CH:40]=[CH:41][CH:42]=3)[CH2:25][N:26]3[C:30]4[CH:31]=[C:32]([C:35]([F:38])([F:37])[F:36])[CH:33]=[CH:34][C:29]=4[S:28][C:27]3=[O:39])=[N:20][CH:21]=2)[CH2:10][CH2:9]1)=O)(C)(C)C.Cl. Product: [NH:8]1[CH2:9][CH2:10][CH:11]([CH2:14][O:15][C:16]2[CH:17]=[N:18][C:19]([C:22]3[CH:23]=[C:24]([CH:40]=[CH:41][CH:42]=3)[CH2:25][N:26]3[C:30]4[CH:31]=[C:32]([C:35]([F:36])([F:38])[F:37])[CH:33]=[CH:34][C:29]=4[S:28][C:27]3=[O:39])=[N:20][CH:21]=2)[CH2:12][CH2:13]1. The catalyst class is: 12. (3) The catalyst class is: 18. Product: [F:25][C:26]1[CH:27]=[C:28]([NH:36][C:37]([C@H:39]2[C:48]3[C:43](=[CH:44][C:45]([O:49][CH3:50])=[CH:46][CH:47]=3)[CH2:42][CH2:41][N:40]2[C:71]([C@@H:69]2[CH2:68][C@H:67]([CH2:66][C:65]([O:64][C:60]([CH3:63])([CH3:62])[CH3:61])=[O:74])[CH2:70]2)=[O:72])=[O:38])[CH:29]=[CH:30][C:31]=1[Si:32]([CH3:33])([CH3:35])[CH3:34]. Reactant: CN(C(ON1N=NC2C=CC=NC1=2)=[N+](C)C)C.F[P-](F)(F)(F)(F)F.[F:25][C:26]1[CH:27]=[C:28]([NH:36][C:37]([C@H:39]2[C:48]3[C:43](=[CH:44][C:45]([O:49][CH3:50])=[CH:46][CH:47]=3)[CH2:42][CH2:41][NH:40]2)=[O:38])[CH:29]=[CH:30][C:31]=1[Si:32]([CH3:35])([CH3:34])[CH3:33].CCN(C(C)C)C(C)C.[C:60]([O:64][C:65](=[O:74])[CH2:66][C@@H:67]1[CH2:70][C@H:69]([C:71](O)=[O:72])[CH2:68]1)([CH3:63])([CH3:62])[CH3:61]. (4) The catalyst class is: 10. Reactant: Cl.[C:2]1([C@@H:8]2[CH2:10][C@H:9]2[NH2:11])[CH:7]=[CH:6][CH:5]=[CH:4][CH:3]=1.[S:12]1[CH2:18][C:16](=[O:17])[NH:15][C:13]1=S.C(N(C(C)C)CC)(C)C. Product: [C:2]1([C@@H:8]2[CH2:10][C@H:9]2[NH:11][C:13]2[S:12][CH2:18][C:16](=[O:17])[N:15]=2)[CH:7]=[CH:6][CH:5]=[CH:4][CH:3]=1. (5) Reactant: [CH:1](=O)[C:2]1[CH:7]=[CH:6][CH:5]=[CH:4][CH:3]=1.C(O)(=O)C.[NH2:13][C:14]1[CH:23]=[CH:22][C:17]([C:18]([O:20][CH3:21])=[O:19])=[C:16]([O:24][CH3:25])[CH:15]=1.C([BH3-])#N.[Na+]. Product: [CH2:1]([NH:13][C:14]1[CH:23]=[CH:22][C:17]([C:18]([O:20][CH3:21])=[O:19])=[C:16]([O:24][CH3:25])[CH:15]=1)[C:2]1[CH:7]=[CH:6][CH:5]=[CH:4][CH:3]=1. The catalyst class is: 5. (6) Reactant: [CH3:1][O:2][C:3]1[CH:4]=[C:5]2[C:10](=[CH:11][CH:12]=1)[N:9]=[C:8]([NH:13][CH2:14][CH2:15][O:16][CH3:17])[C:7]([CH2:18]O)=[CH:6]2.O=S(Cl)[Cl:22]. Product: [ClH:22].[Cl:22][CH2:18][C:7]1[C:8]([NH:13][CH2:14][CH2:15][O:16][CH3:17])=[N:9][C:10]2[C:5]([CH:6]=1)=[CH:4][C:3]([O:2][CH3:1])=[CH:12][CH:11]=2. The catalyst class is: 2. (7) Reactant: Cl[C:2]1[C:11]([N+:12]([O-:14])=[O:13])=[CH:10][C:5]([C:6]([O:8][CH3:9])=[O:7])=[CH:4][N:3]=1.[CH3:15][NH:16][CH2:17][C:18]([O:20][CH3:21])=[O:19]. Product: [CH3:21][O:20][C:18](=[O:19])[CH2:17][N:16]([CH3:15])[C:2]1[C:11]([N+:12]([O-:14])=[O:13])=[CH:10][C:5]([C:6]([O:8][CH3:9])=[O:7])=[CH:4][N:3]=1. The catalyst class is: 4. (8) Reactant: C(OC(=O)[NH:7][C:8]1[CH:13]=[CH:12][CH:11]=[CH:10][C:9]=1[CH2:14][C:15]1[CH:20]=[CH:19][C:18]([N:21]2[CH2:25][C:24](=[O:26])[N:23]([CH2:27][CH2:28][Si:29]([CH3:32])([CH3:31])[CH3:30])[S:22]2(=[O:34])=[O:33])=[C:17]([O:35][CH2:36][C:37]2[CH:42]=[CH:41][CH:40]=[CH:39][CH:38]=2)[CH:16]=1)(C)(C)C.[C:44]([OH:50])([C:46]([F:49])([F:48])[F:47])=[O:45]. Product: [NH2:7][C:8]1[CH:13]=[CH:12][CH:11]=[CH:10][C:9]=1[CH2:14][C:15]1[CH:20]=[CH:19][C:18]([N:21]2[S:22](=[O:33])(=[O:34])[N:23]([CH2:27][CH2:28][Si:29]([CH3:30])([CH3:31])[CH3:32])[C:24](=[O:26])[CH2:25]2)=[C:17]([O:35][CH2:36][C:37]2[CH:42]=[CH:41][CH:40]=[CH:39][CH:38]=2)[CH:16]=1.[C:44]([OH:50])([C:46]([F:49])([F:48])[F:47])=[O:45]. The catalyst class is: 2.